Task: Predict the product of the given reaction.. Dataset: Forward reaction prediction with 1.9M reactions from USPTO patents (1976-2016) (1) Given the reactants [C:1]([O:5][C:6]([NH:8][CH:9]([C:14]1[CH:19]=[CH:18][CH:17]=[CH:16][CH:15]=1)[CH2:10][C:11](O)=[O:12])=[O:7])([CH3:4])([CH3:3])[CH3:2].ClC(OC)=O.[BH4-].[Na+].Cl, predict the reaction product. The product is: [C:1]([O:5][C:6](=[O:7])[NH:8][CH:9]([C:14]1[CH:19]=[CH:18][CH:17]=[CH:16][CH:15]=1)[CH2:10][CH2:11][OH:12])([CH3:4])([CH3:2])[CH3:3]. (2) Given the reactants [C:1]([O:4][C@@H:5]([C:22]1[CH:27]=[CH:26][C:25]([F:28])=[CH:24][CH:23]=1)[C@@H:6]([NH:14]C(OC(C)(C)C)=O)[C:7](=[O:13])[N:8]1[CH2:12][CH2:11][CH2:10][CH2:9]1)(=[O:3])[CH3:2].[ClH:29], predict the reaction product. The product is: [ClH:29].[C:1]([O:4][C@@H:5]([C:22]1[CH:27]=[CH:26][C:25]([F:28])=[CH:24][CH:23]=1)[C@@H:6]([NH2:14])[C:7](=[O:13])[N:8]1[CH2:9][CH2:10][CH2:11][CH2:12]1)(=[O:3])[CH3:2]. (3) Given the reactants [Br:1][C:2]1[CH:3]=[CH:4][C:5](O)=[C:6]([C:8]2[CH:17]=[CH:16][C:15]3[C:10](=[CH:11][CH:12]=[C:13]([C:18]4[N:22]([CH:23]5[CH2:28][CH2:27][CH2:26][CH2:25][CH2:24]5)[C:21]5[CH:29]=[CH:30][C:31]([C:33](O)=[O:34])=[CH:32][C:20]=5[N:19]=4)[CH:14]=3)[N:9]=2)[CH:7]=1.C(C1C=CC([NH:46]C(=O)C)=C(Br)C=1)(=O)C.[OH-:51].[K+], predict the reaction product. The product is: [NH2:46][C:3]1[CH:4]=[CH:5][C:6]([C:8]2[CH:17]=[CH:16][C:15]3[C:10](=[CH:11][CH:12]=[C:13]([C:18]4[N:22]([CH:23]5[CH2:28][CH2:27][CH2:26][CH2:25][CH2:24]5)[C:21]5[CH:29]=[CH:30][C:31]([C:33]([OH:34])=[O:51])=[CH:32][C:20]=5[N:19]=4)[CH:14]=3)[N:9]=2)=[CH:7][C:2]=1[Br:1]. (4) Given the reactants [CH3:1][O:2][C:3]1[CH:4]=[C:5]2[C:10](=[CH:11][C:12]=1[O:13][CH3:14])[N:9]=[CH:8][CH:7]=[C:6]2[O:15][C:16]1[CH:21]=[CH:20][C:19]([NH:22][C:23](=O)[CH2:24][O:25][C:26]2[C:31]([Cl:32])=[CH:30][CH:29]=[CH:28][C:27]=2[Cl:33])=[CH:18][CH:17]=1.Cl.[OH-].[Na+], predict the reaction product. The product is: [Cl:33][C:27]1[CH:28]=[CH:29][CH:30]=[C:31]([Cl:32])[C:26]=1[O:25][CH2:24][CH2:23][NH:22][C:19]1[CH:20]=[CH:21][C:16]([O:15][C:6]2[C:5]3[C:10](=[CH:11][C:12]([O:13][CH3:14])=[C:3]([O:2][CH3:1])[CH:4]=3)[N:9]=[CH:8][CH:7]=2)=[CH:17][CH:18]=1.